Dataset: Full USPTO retrosynthesis dataset with 1.9M reactions from patents (1976-2016). Task: Predict the reactants needed to synthesize the given product. (1) The reactants are: [F:1][C:2]1[CH:3]=[CH:4][C:5]2[C:6]3[CH:15]=[CH:14][NH:13][C:7]=3[C:8](=[O:12])[NH:9][C:10]=2[CH:11]=1.C([C:18]([O-:20])=[O:19])C.C(O)(=O)C.[Cl:25][S:26](O)(=[O:28])=[O:27]. Given the product [Cl:25][S:26]([C:3]1[C:2]([F:1])=[CH:11][C:10]2[NH:9][C:8](=[O:12])[C:7]3[NH:13][CH:14]=[C:15]([C:18]([OH:20])=[O:19])[C:6]=3[C:5]=2[CH:4]=1)(=[O:28])=[O:27], predict the reactants needed to synthesize it. (2) Given the product [CH3:1][C:2]1[CH:7]=[C:6]([C:8]([OH:10])=[O:9])[CH:5]=[CH:4][C:3]=1[C:12]1[CH:17]=[CH:16][CH:15]=[CH:14][C:13]=1[CH3:18], predict the reactants needed to synthesize it. The reactants are: [CH3:1][C:2]1[CH:7]=[C:6]([C:8]([O:10]C)=[O:9])[CH:5]=[CH:4][C:3]=1[C:12]1[CH:17]=[CH:16][CH:15]=[CH:14][C:13]=1[CH3:18].[OH-].[Na+].